Dataset: Reaction yield outcomes from USPTO patents with 853,638 reactions. Task: Predict the reaction yield, written as a fraction of the theoretical maximum amount of product (1.0 means a 100% yield; for example, 0.34 means a 34% yield). (1) The reactants are C(OC([N:8]1[CH2:13][CH2:12][N:11]([CH2:14][C:15]2[N:20]=[C:19]3[N:21]=[C:22]([C:24]4[CH:29]=[CH:28][CH:27]=[C:26]([NH:30][C:31](=[O:41])[C:32]5[CH:37]=[CH:36][CH:35]=[C:34]([N:38]([CH3:40])[CH3:39])[CH:33]=5)[CH:25]=4)[O:23][C:18]3=[CH:17][CH:16]=2)[CH2:10][CH2:9]1)=O)(C)(C)C. The catalyst is C(O)(C(F)(F)F)=O.C(Cl)Cl. The product is [CH3:39][N:38]([CH3:40])[C:34]1[CH:33]=[C:32]([CH:37]=[CH:36][CH:35]=1)[C:31]([NH:30][C:26]1[CH:27]=[CH:28][CH:29]=[C:24]([C:22]2[O:23][C:18]3[C:19]([N:21]=2)=[N:20][C:15]([CH2:14][N:11]2[CH2:10][CH2:9][NH:8][CH2:13][CH2:12]2)=[CH:16][CH:17]=3)[CH:25]=1)=[O:41]. The yield is 1.00. (2) The reactants are [H-].[Al+3].[Li+].[H-].[H-].[H-].[NH2:7][C:8]1[C:18]([N+:19]([O-])=O)=[CH:17][CH:16]=[CH:15][C:9]=1[C:10]([N:12]([CH3:14])[CH3:13])=O.[OH-].[Na+].[O-]S([O-])(=O)=O.[Na+].[Na+]. The catalyst is C1COCC1.O. The product is [CH3:14][N:12]([CH2:10][C:9]1[CH:15]=[CH:16][CH:17]=[C:18]([NH2:19])[C:8]=1[NH2:7])[CH3:13]. The yield is 0.910. (3) The reactants are [OH:1][C:2]1[CH:7]=[CH:6][N:5]([C:8]2[S:9][C:10]([C:14]([OH:16])=O)=[C:11]([CH3:13])[N:12]=2)[C:4](=[O:17])[CH:3]=1.[O:18]1[CH:22]=[CH:21][N:20]=[C:19]1[CH2:23][NH2:24]. No catalyst specified. The product is [OH:1][C:2]1[CH:7]=[CH:6][N:5]([C:8]2[S:9][C:10]([C:14]([NH:24][CH2:23][C:19]3[O:18][CH:22]=[CH:21][N:20]=3)=[O:16])=[C:11]([CH3:13])[N:12]=2)[C:4](=[O:17])[CH:3]=1. The yield is 0.250. (4) The reactants are [NH2:1][C:2]1[C:7]([F:8])=[CH:6][N:5]=[C:4](Cl)[N:3]=1.[C:10](=[N:18][OH:19])([C:12]1[CH:17]=[CH:16][CH:15]=[CH:14][CH:13]=1)[CH3:11].[H-].[Na+].O. The catalyst is CN(C=O)C.C(Cl)Cl. The product is [NH2:1][C:2]1[C:7]([F:8])=[CH:6][N:5]=[C:4]([O:19][N:18]=[C:10]([C:12]2[CH:17]=[CH:16][CH:15]=[CH:14][CH:13]=2)[CH3:11])[N:3]=1. The yield is 0.340.